This data is from Forward reaction prediction with 1.9M reactions from USPTO patents (1976-2016). The task is: Predict the product of the given reaction. (1) Given the reactants [NH2:1][CH2:2][CH2:3][NH2:4].[Cl:5][C:6]1[C:15]([N+:16]([O-:18])=[O:17])=[C:14](Cl)[C:13]2[C:8](=[CH:9][CH:10]=[CH:11][CH:12]=2)[N:7]=1.C(N(CC)CC)C, predict the reaction product. The product is: [Cl:5][C:6]1[C:15]([N+:16]([O-:18])=[O:17])=[C:14]([NH:1][CH2:2][CH2:3][NH2:4])[C:13]2[C:8](=[CH:9][CH:10]=[CH:11][CH:12]=2)[N:7]=1. (2) Given the reactants [Cl:1][C:2]1[CH:7]=[CH:6][C:5]([N:8]([C@H:12]2[C:21]3[C:16](=[CH:17][CH:18]=[CH:19][CH:20]=3)[N:15]([C:22](=[O:31])[C:23]3[CH:28]=[CH:27][C:26]([C:29]#[N:30])=[CH:25][CH:24]=3)[C@@H:14]([CH3:32])[CH2:13]2)[C:9](=[O:11])[CH3:10])=[CH:4][CH:3]=1.[OH-].[K+].C([OH:37])C.Cl, predict the reaction product. The product is: [C:9]([N:8]([C:5]1[CH:4]=[CH:3][C:2]([Cl:1])=[CH:7][CH:6]=1)[C@H:12]1[C:21]2[C:16](=[CH:17][CH:18]=[CH:19][CH:20]=2)[N:15]([C:22]([C:23]2[CH:24]=[CH:25][C:26]([C:29]([NH2:30])=[O:37])=[CH:27][CH:28]=2)=[O:31])[C@@H:14]([CH3:32])[CH2:13]1)(=[O:11])[CH3:10]. (3) Given the reactants [CH2:1]([O:4][NH:5][C@@H:6]1[C:11]([C:12]([CH3:14])=[CH2:13])=[CH:10][C@@H:9]([CH2:15][O:16][Si:17]([C:20]([CH3:23])([CH3:22])[CH3:21])([CH3:19])[CH3:18])[NH:8][CH2:7]1)[CH:2]=[CH2:3].[CH2:24]([O:27]N1C(=O)N2C[C@H]1C(C)=C[C@H]2C(N)=O)C=C, predict the reaction product. The product is: [CH2:1]([O:4][N:5]1[C:24](=[O:27])[N:8]2[CH2:7][C@H:6]1[C:11]([C:12]([CH3:14])=[CH2:13])=[CH:10][C@H:9]2[CH2:15][O:16][Si:17]([C:20]([CH3:23])([CH3:22])[CH3:21])([CH3:19])[CH3:18])[CH:2]=[CH2:3]. (4) Given the reactants Cl.[Cl:2][C:3]1[CH:8]=[CH:7][CH:6]=[C:5]([F:9])[C:4]=1[C:10]1[C:14]([C:15](Cl)=[O:16])=[C:13]([CH3:18])[O:12][N:11]=1.C([N:21]([CH2:24][CH3:25])CC)C.[C:26]([OH:29])(=O)[CH3:27], predict the reaction product. The product is: [Cl:2][C:3]1[CH:8]=[CH:7][CH:6]=[C:5]([F:9])[C:4]=1[C:10]1[C:14]([C:15]([NH:21][CH:24]2[CH2:25][CH2:18][CH2:13][CH:14]([CH2:10][C:26](=[O:29])[CH2:27][C:8]3[CH:3]=[CH:4][CH:5]=[CH:6][CH:7]=3)[CH2:15]2)=[O:16])=[C:13]([CH3:18])[O:12][N:11]=1. (5) Given the reactants [Cl:1][C:2]1[CH:21]=[CH:20][C:5]([CH2:6][NH:7][C:8]2[CH:9]=[C:10]3[C:14](=[CH:15][CH:16]=2)[C:13](=[O:17])[N:12]([CH2:18][CH3:19])[CH2:11]3)=[CH:4][CH:3]=1.N1C=CC=CC=1.[CH3:28][N:29]1[CH:33]=[C:32]([S:34](Cl)(=[O:36])=[O:35])[N:31]=[CH:30]1, predict the reaction product. The product is: [Cl:1][C:2]1[CH:21]=[CH:20][C:5]([CH2:6][N:7]([C:8]2[CH:9]=[C:10]3[C:14](=[CH:15][CH:16]=2)[C:13](=[O:17])[N:12]([CH2:18][CH3:19])[CH2:11]3)[S:34]([C:32]2[N:31]=[CH:30][N:29]([CH3:28])[CH:33]=2)(=[O:36])=[O:35])=[CH:4][CH:3]=1. (6) Given the reactants C(N(CC)CC)C.[Br:8][C:9]1[CH:10]=[C:11]([CH2:16][OH:17])[C:12]([Cl:15])=[N:13][CH:14]=1.[CH3:18][S:19](Cl)(=[O:21])=[O:20], predict the reaction product. The product is: [CH3:18][S:19]([O:17][CH2:16][C:11]1[C:12]([Cl:15])=[N:13][CH:14]=[C:9]([Br:8])[CH:10]=1)(=[O:21])=[O:20]. (7) Given the reactants [Cl:1][C:2]1[CH:7]=[C:6]([Cl:8])[C:5]([O:9][CH3:10])=[CH:4][C:3]=1[NH:11][C:12]1[C:21]2[C:16](=[CH:17][C:18](F)=[C:19]([O:22][CH3:23])[CH:20]=2)[N:15]=[CH:14][C:13]=1[C:25]#[N:26].[CH3:27][N:28]1[CH2:33][CH2:32][CH:31]([CH2:34][CH2:35][CH2:36][NH2:37])[CH2:30][CH2:29]1, predict the reaction product. The product is: [Cl:1][C:2]1[CH:7]=[C:6]([Cl:8])[C:5]([O:9][CH3:10])=[CH:4][C:3]=1[NH:11][C:12]1[C:21]2[C:16](=[CH:17][C:18]([NH:37][CH2:36][CH2:35][CH2:34][CH:31]3[CH2:30][CH2:29][N:28]([CH3:27])[CH2:33][CH2:32]3)=[C:19]([O:22][CH3:23])[CH:20]=2)[N:15]=[CH:14][C:13]=1[C:25]#[N:26]. (8) Given the reactants [H-].[Na+].[CH2:3]([OH:10])[C:4]1[CH:9]=[CH:8][CH:7]=[CH:6][CH:5]=1.[Cl:11][C:12]1[CH:17]=[N:16][CH:15]=[C:14](Cl)[N:13]=1, predict the reaction product. The product is: [CH2:3]([O:10][C:14]1[CH:15]=[N:16][CH:17]=[C:12]([Cl:11])[N:13]=1)[C:4]1[CH:9]=[CH:8][CH:7]=[CH:6][CH:5]=1.